Dataset: Reaction yield outcomes from USPTO patents with 853,638 reactions. Task: Predict the reaction yield, written as a fraction of the theoretical maximum amount of product (1.0 means a 100% yield; for example, 0.34 means a 34% yield). The reactants are [CH:1]1([N:7]2[CH2:11][C@@H:10]([C:12]3[CH:17]=[CH:16][CH:15]=[CH:14][CH:13]=3)[N:9]([CH:18]3[CH2:23][CH2:22][N:21]([CH2:24][C:25]4[CH:30]=[CH:29][C:28]([C:31]([N:33]5[CH2:38][CH2:37][CH:36]([OH:39])[CH2:35][CH2:34]5)=[O:32])=[CH:27][CH:26]=4)[CH2:20][CH2:19]3)[C:8]2=[O:40])[CH2:6][CH2:5][CH2:4][CH2:3][CH2:2]1.C[N+]1([O-])CCOCC1. The catalyst is C(Cl)Cl.CCC[N+](CCC)(CCC)CCC.[O-][Ru](=O)(=O)=O. The product is [CH:1]1([N:7]2[CH2:11][C@@H:10]([C:12]3[CH:13]=[CH:14][CH:15]=[CH:16][CH:17]=3)[N:9]([CH:18]3[CH2:23][CH2:22][N:21]([CH2:24][C:25]4[CH:26]=[CH:27][C:28]([C:31]([N:33]5[CH2:38][CH2:37][C:36](=[O:39])[CH2:35][CH2:34]5)=[O:32])=[CH:29][CH:30]=4)[CH2:20][CH2:19]3)[C:8]2=[O:40])[CH2:2][CH2:3][CH2:4][CH2:5][CH2:6]1. The yield is 0.800.